This data is from Reaction yield outcomes from USPTO patents with 853,638 reactions. The task is: Predict the reaction yield, written as a fraction of the theoretical maximum amount of product (1.0 means a 100% yield; for example, 0.34 means a 34% yield). (1) The reactants are [Br:1][C:2]1[S:6][C:5]([C:7]([OH:9])=[O:8])=[CH:4][CH:3]=1.[CH3:10][Si](C=[N+]=[N-])(C)C. The catalyst is C(OCC)(=O)C.CO. The product is [Br:1][C:2]1[S:6][C:5]([C:7]([O:9][CH3:10])=[O:8])=[CH:4][CH:3]=1. The yield is 0.980. (2) The reactants are [Br:1][CH2:2][C:3]1[C:8]([CH3:9])=[C:7]([CH3:10])[C:6]([CH3:11])=[C:5]([CH3:12])[C:4]=1[CH2:13]Br.ClCC1C(C)=C(CCl)C(C)=CC=1C.[NH2:28][C:29]([NH2:31])=[S:30]. No catalyst specified. The product is [BrH:1].[BrH:1].[CH3:12][C:5]1[C:4]([CH2:13][NH:31][C:29]([SH:30])=[NH:28])=[C:3]([CH2:2][NH:28][C:29]([SH:30])=[NH:31])[C:8]([CH3:9])=[C:7]([CH3:10])[C:6]=1[CH3:11]. The yield is 0.410. (3) The reactants are [Cl:1][C:2]1[CH:7]=[CH:6][CH:5]=[C:4]([Cl:8])[C:3]=1[N:9]1[CH:26]=[C:12]2[C:13]([NH:17][C:18]3[CH:23]=[C:22](C)[N:21]=[C:20](C)[N:19]=3)=[N:14][CH:15]=[CH:16][C:11]2=[N:10]1.[Cl:27]C1C2=CN(C3C(Cl)=CC=CC=3Cl)N=C2C=CN=1.NC1C=C(Cl)N=CN=1. No catalyst specified. The product is [Cl:27][C:22]1[N:21]=[CH:20][N:19]=[C:18]([NH:17][C:13]2[C:12]3=[CH:26][N:9]([C:3]4[C:2]([Cl:1])=[CH:7][CH:6]=[CH:5][C:4]=4[Cl:8])[N:10]=[C:11]3[CH:16]=[CH:15][N:14]=2)[CH:23]=1. The yield is 0.570. (4) The reactants are [N:1]1([CH2:7][CH2:8][OH:9])[CH2:6][CH2:5][O:4][CH2:3][CH2:2]1.[Br:10][C:11]1[CH:16]=[CH:15][C:14](O)=[CH:13][CH:12]=1.C1(P(C2C=CC=CC=2)C2C=CC=CC=2)C=CC=CC=1.CC(OC(/N=N/C(OC(C)C)=O)=O)C. The catalyst is C1COCC1.C(OCC)(=O)C. The product is [Br:10][C:11]1[CH:16]=[CH:15][C:14]([O:9][CH2:8][CH2:7][N:1]2[CH2:6][CH2:5][O:4][CH2:3][CH2:2]2)=[CH:13][CH:12]=1. The yield is 1.00. (5) The reactants are [CH3:1][N:2]1[CH2:15][CH2:14][C:5]2[NH:6][C:7]3[CH:8]=[CH:9][C:10]([CH3:13])=[CH:11][C:12]=3[C:4]=2[CH2:3]1.[OH-].[K+].[CH:18]([C:21]1[CH:26]=[CH:25][C:24]([CH:27]=[CH2:28])=[CH:23][N:22]=1)([CH3:20])[CH3:19]. The catalyst is CN1CCCC1=O.O. The product is [CH:18]([C:21]1[N:22]=[CH:23][C:24]([CH2:27][CH2:28][N:6]2[C:7]3[CH:8]=[CH:9][C:10]([CH3:13])=[CH:11][C:12]=3[C:4]3[CH2:3][N:2]([CH3:1])[CH2:15][CH2:14][C:5]2=3)=[CH:25][CH:26]=1)([CH3:20])[CH3:19]. The yield is 0.140.